Dataset: Reaction yield outcomes from USPTO patents with 853,638 reactions. Task: Predict the reaction yield, written as a fraction of the theoretical maximum amount of product (1.0 means a 100% yield; for example, 0.34 means a 34% yield). The reactants are C[Si](C)(C)CCOC[N:7]1[CH:11]=[CH:10][N:9]=[CH:8]1.C([Li])CCC.[CH:19]([NH:22][C:23]1[C:32]2[C:27](=[CH:28][C:29]([C:33]3[CH:38]=[CH:37][C:36]([S:39]([CH3:42])(=[O:41])=[O:40])=[CH:35][CH:34]=3)=[CH:30][CH:31]=2)[N:26]=[N:25][C:24]=1C1N=CSC=1)([CH3:21])[CH3:20].Cl. The catalyst is C1COCC1.C(Cl)Cl.[NH4+].[Cl-].Cl[Zn]Cl.C1C=CC([P]([Pd]([P](C2C=CC=CC=2)(C2C=CC=CC=2)C2C=CC=CC=2)([P](C2C=CC=CC=2)(C2C=CC=CC=2)C2C=CC=CC=2)[P](C2C=CC=CC=2)(C2C=CC=CC=2)C2C=CC=CC=2)(C2C=CC=CC=2)C2C=CC=CC=2)=CC=1.CO. The product is [NH:9]1[CH:10]=[CH:11][N:7]=[C:8]1[C:24]1[N:25]=[N:26][C:27]2[C:32]([C:23]=1[NH:22][CH:19]([CH3:21])[CH3:20])=[CH:31][CH:30]=[C:29]([C:33]1[CH:38]=[CH:37][C:36]([S:39]([CH3:42])(=[O:40])=[O:41])=[CH:35][CH:34]=1)[CH:28]=2. The yield is 0.0450.